From a dataset of Forward reaction prediction with 1.9M reactions from USPTO patents (1976-2016). Predict the product of the given reaction. (1) Given the reactants C(=O)([O-])[O-].[K+].[K+].[F:7][C:8]1[CH:9]=[CH:10][C:11]2[C:15]([N:16]3[CH2:22][CH2:21][CH2:20][NH:19][CH2:18][CH2:17]3)=[CH:14][S:13][C:12]=2[CH:23]=1.Br[CH2:25][CH2:26][CH2:27][C:28]#[N:29], predict the reaction product. The product is: [F:7][C:8]1[CH:9]=[CH:10][C:11]2[C:15]([N:16]3[CH2:22][CH2:21][CH2:20][N:19]([CH2:25][CH2:26][CH2:27][C:28]#[N:29])[CH2:18][CH2:17]3)=[CH:14][S:13][C:12]=2[CH:23]=1. (2) The product is: [F:30][C:14]1[CH:13]=[C:12]([C:8]2[C:7]([C:4]3[CH:3]=[CH:2][N:1]=[CH:6][CH:5]=3)=[CH:11][NH:10][N:9]=2)[CH:29]=[CH:28][C:15]=1[O:16][CH2:17][C:18]1[CH:27]=[CH:26][C:25]2[C:20](=[CH:21][CH:22]=[CH:23][CH:24]=2)[N:19]=1. Given the reactants [N:1]1[CH:6]=[CH:5][C:4]([C:7]2[CH:11]=[N:10][NH:9][C:8]=2[C:12]2[CH:29]=[CH:28][C:15]([O:16][CH2:17][C:18]3[CH:27]=[CH:26][C:25]4[C:20](=[CH:21][CH:22]=[CH:23][CH:24]=4)[N:19]=3)=[CH:14][CH:13]=2)=[CH:3][CH:2]=1.[F:30]C1C=C(C(=O)CC2C=CN=CC=2)C=CC=1OCC1C=CC2C(=CC=CC=2)N=1, predict the reaction product. (3) Given the reactants C([N:8]1[CH2:12][CH2:11][C:10]2([CH2:17][CH2:16][CH2:15][N:14]3[CH:18]=[N:19][CH:20]=[C:13]23)[CH2:9]1)C1C=CC=CC=1.Cl.[H][H], predict the reaction product. The product is: [NH:8]1[CH2:12][CH2:11][C:10]2([CH2:17][CH2:16][CH2:15][N:14]3[CH:18]=[N:19][CH:20]=[C:13]23)[CH2:9]1. (4) Given the reactants [OH:1][C:2]1[CH:9]=[CH:8][C:5]([CH:6]=[O:7])=[C:4]([I:10])[CH:3]=1.[CH3:11][O:12][C:13]1[CH:20]=[CH:19][C:16]([CH2:17]Cl)=[CH:15][CH:14]=1.C(N(C(C)C)C(C)C)C.[I-].[Na+], predict the reaction product. The product is: [I:10][C:4]1[CH:3]=[C:2]([O:1][CH2:17][C:16]2[CH:19]=[CH:20][C:13]([O:12][CH3:11])=[CH:14][CH:15]=2)[CH:9]=[CH:8][C:5]=1[CH:6]=[O:7]. (5) Given the reactants S(Cl)(Cl)=O.[CH:5]1([CH2:8][O:9][C:10]2[CH:31]=[CH:30][C:13]([C:14]([NH:16][C:17]3[C:26]([F:27])=[C:25]4[C:20]([CH:21]=[C:22]([CH2:28]O)[CH:23]=[N:24]4)=[CH:19][CH:18]=3)=[O:15])=[CH:12][CH:11]=2)[CH2:7][CH2:6]1.C(=O)([O-])[O-].[K+].[K+].[C:38]1(=[O:48])[NH:42][C:41](=[O:43])[C:40]2=[CH:44][CH:45]=[CH:46][CH:47]=[C:39]12.[K].[OH-].[K+], predict the reaction product. The product is: [CH:5]1([CH2:8][O:9][C:10]2[CH:11]=[CH:12][C:13]([C:14]([NH:16][C:17]3[C:26]([F:27])=[C:25]4[C:20]([CH:21]=[C:22]([CH2:28][N:42]5[C:38](=[O:48])[C:39]6[C:40](=[CH:44][CH:45]=[CH:46][CH:47]=6)[C:41]5=[O:43])[CH:23]=[N:24]4)=[CH:19][CH:18]=3)=[O:15])=[CH:30][CH:31]=2)[CH2:6][CH2:7]1. (6) Given the reactants [NH2:1][C:2]1[CH:3]=[C:4]([C@:8]2([CH3:17])[C:13]([F:15])([F:14])[CH2:12][O:11][C:10]([NH2:16])=[N:9]2)[CH:5]=[CH:6][CH:7]=1.[Cl:18][C:19]1[CH:20]=[CH:21][C:22]([C:25](O)=[O:26])=[N:23][CH:24]=1, predict the reaction product. The product is: [NH2:16][C:10]1[O:11][CH2:12][C:13]([F:15])([F:14])[C@:8]([C:4]2[CH:3]=[C:2]([NH:1][C:25]([C:22]3[CH:21]=[CH:20][C:19]([Cl:18])=[CH:24][N:23]=3)=[O:26])[CH:7]=[CH:6][CH:5]=2)([CH3:17])[N:9]=1.